Dataset: Peptide-MHC class I binding affinity with 185,985 pairs from IEDB/IMGT. Task: Regression. Given a peptide amino acid sequence and an MHC pseudo amino acid sequence, predict their binding affinity value. This is MHC class I binding data. (1) The peptide sequence is KYAEAFQMV. The MHC is HLA-A01:01 with pseudo-sequence HLA-A01:01. The binding affinity (normalized) is 0.213. (2) The peptide sequence is GPEGPLGQL. The MHC is HLA-B07:02 with pseudo-sequence HLA-B07:02. The binding affinity (normalized) is 0.503. (3) The peptide sequence is AAAWYLWEV. The MHC is HLA-A02:06 with pseudo-sequence HLA-A02:06. The binding affinity (normalized) is 0.887.